From a dataset of Catalyst prediction with 721,799 reactions and 888 catalyst types from USPTO. Predict which catalyst facilitates the given reaction. (1) Reactant: C(=O)([O-])[O-].[K+].[K+].[OH:7][C:8]1[CH:9]=[C:10]([CH:20]=[C:21]([O:23][CH:24]([CH3:26])[CH3:25])[CH:22]=1)[C:11]([NH:13][C:14]1[S:18][N:17]=[C:16]([CH3:19])[N:15]=1)=[O:12].[CH2:27]([O:29][C:30](=[O:38])[C:31]1[CH:36]=[CH:35][C:34](F)=[CH:33][CH:32]=1)[CH3:28].CCOCC. Product: [CH3:26][CH:24]([O:23][C:21]1[CH:22]=[C:8]([O:7][C:34]2[CH:35]=[CH:36][C:31]([C:30]([O:29][CH2:27][CH3:28])=[O:38])=[CH:32][CH:33]=2)[CH:9]=[C:10]([C:11]([NH:13][C:14]2[S:18][N:17]=[C:16]([CH3:19])[N:15]=2)=[O:12])[CH:20]=1)[CH3:25]. The catalyst class is: 3. (2) Reactant: [Cl:1][C:2]1[CH:3]=[CH:4][C:5]2[N:11]3[C:12]([C:15]([F:18])([F:17])[F:16])=[N:13][N:14]=[C:10]3[C@@H:9]([CH2:19][C:20]([O:22]C)=[O:21])[S:8][C@H:7]([C:24]3[CH:29]=[CH:28][CH:27]=[C:26]([O:30][CH3:31])[C:25]=3[O:32][CH3:33])[C:6]=2[CH:34]=1.O.Cl.C(OCC)(=O)C. Product: [Cl:1][C:2]1[CH:3]=[CH:4][C:5]2[N:11]3[C:12]([C:15]([F:18])([F:17])[F:16])=[N:13][N:14]=[C:10]3[C@@H:9]([CH2:19][C:20]([OH:22])=[O:21])[S:8][C@H:7]([C:24]3[CH:29]=[CH:28][CH:27]=[C:26]([O:30][CH3:31])[C:25]=3[O:32][CH3:33])[C:6]=2[CH:34]=1. The catalyst class is: 21. (3) Reactant: [NH2:1][N:2]1[C:7](=[O:8])[C:6]2[CH:9]=[CH:10][S:11][C:5]=2[C:4]([C:12]2[CH:17]=[CH:16][CH:15]=[CH:14][CH:13]=2)=[N:3]1.C(N(CC)CC)C.[F:25][C:26]1[CH:27]=[C:28]([CH2:33][C:34](O)=[O:35])[CH:29]=[C:30]([F:32])[CH:31]=1.F[B-](F)(F)F.N1(OC(N(C)C)=[N+](C)C)C2C=CC=CC=2N=N1. Product: [F:25][C:26]1[CH:27]=[C:28]([CH2:33][C:34]([NH:1][N:2]2[C:7](=[O:8])[C:6]3[CH:9]=[CH:10][S:11][C:5]=3[C:4]([C:12]3[CH:17]=[CH:16][CH:15]=[CH:14][CH:13]=3)=[N:3]2)=[O:35])[CH:29]=[C:30]([F:32])[CH:31]=1. The catalyst class is: 31. (4) Reactant: [NH:1]1[CH2:6][CH2:5][O:4][CH2:3][CH2:2]1.C(N(CC)CC)C.Cl[C:15](=[O:21])[C:16]([O:18]CC)=O.[CH3:22][C:23]([CH3:25])=[O:24].CC(C)([O-])C.[K+].C(O)(=O)C. Product: [N:1]1([C:16](=[O:18])[C:15](=[O:21])[CH2:22][C:23](=[O:24])[CH3:25])[CH2:6][CH2:5][O:4][CH2:3][CH2:2]1. The catalyst class is: 385. (5) Product: [ClH:37].[CH2:1]([N:8]1[C:12]2([CH2:17][CH2:16][N:15]([C:18](=[O:26])[C:19]3[CH:20]=[CH:21][C:22]([F:25])=[CH:23][CH:24]=3)[CH2:14][CH2:13]2)[NH:11][C@@H:10]([CH2:27][CH2:28][S:29][CH3:30])[C:9]1=[O:31])[C:2]1[CH:7]=[CH:6][CH:5]=[CH:4][CH:3]=1. The catalyst class is: 573. Reactant: [CH2:1]([N:8]1[C:12]2([CH2:17][CH2:16][N:15]([C:18](=[O:26])[C:19]3[CH:24]=[CH:23][C:22]([F:25])=[CH:21][CH:20]=3)[CH2:14][CH2:13]2)[NH:11][C@@H:10]([CH2:27][CH2:28][S:29][CH3:30])[C:9]1=[O:31])[C:2]1[CH:7]=[CH:6][CH:5]=[CH:4][CH:3]=1.O.C[Si]([Cl:37])(C)C. (6) Reactant: [N:1]1[C:10]2[C:5](=[CH:6][C:7]([O:11][CH:12]([CH2:16][CH3:17])[C:13]([OH:15])=O)=[CH:8][CH:9]=2)[CH:4]=[CH:3][CH:2]=1.[NH2:18][C:19]([CH3:32])([CH3:31])[C:20]#[C:21][CH2:22][O:23][Si:24]([C:27]([CH3:30])([CH3:29])[CH3:28])([CH3:26])[CH3:25].Cl.CN(C)CCCN=C=NCC.CCCCCC.C(OCC)(=O)C. Product: [N:1]1[C:10]2[C:5](=[CH:6][C:7]([O:11][CH:12]([CH2:16][CH3:17])[C:13]([NH:18][C:19]([CH3:32])([CH3:31])[C:20]#[C:21][CH2:22][O:23][Si:24]([C:27]([CH3:30])([CH3:29])[CH3:28])([CH3:25])[CH3:26])=[O:15])=[CH:8][CH:9]=2)[CH:4]=[CH:3][CH:2]=1. The catalyst class is: 119. (7) Reactant: [Cl:1][C:2]1[CH:7]=[CH:6][CH:5]=[C:4]([Cl:8])[C:3]=1[CH2:9][S:10]([C:13]1[CH:14]=[C:15]2[C:19](=[CH:20][CH:21]=1)[NH:18][C:17](=[O:22])[CH2:16]2)(=[O:12])=[O:11].[OH:23][CH2:24][CH2:25][NH:26][C:27]([C:29]1[C:33]([CH3:34])=[C:32]([CH:35]=O)[NH:31][C:30]=1[CH3:37])=[O:28].N1CCCCC1. Product: [OH:23][CH2:24][CH2:25][NH:26][C:27]([C:29]1[C:33]([CH3:34])=[C:32](/[CH:35]=[C:16]2\[C:17](=[O:22])[NH:18][C:19]3[C:15]\2=[CH:14][C:13]([S:10]([CH2:9][C:3]2[C:2]([Cl:1])=[CH:7][CH:6]=[CH:5][C:4]=2[Cl:8])(=[O:12])=[O:11])=[CH:21][CH:20]=3)[NH:31][C:30]=1[CH3:37])=[O:28]. The catalyst class is: 8. (8) Reactant: [C:1]([O:5][C:6](=[O:12])[NH:7][C@H:8]([CH3:11])[CH:9]=O)([CH3:4])([CH3:3])[CH3:2].[C:13]([N:16]1[CH2:21][CH2:20][NH:19][CH2:18][CH2:17]1)(=[O:15])[CH3:14].[BH-](OC(C)=O)(OC(C)=O)OC(C)=O.[Na+].C([O-])(O)=O.[Na+]. Product: [C:1]([O:5][C:6](=[O:12])[NH:7][C@H:8]([CH3:11])[CH2:9][N:19]1[CH2:20][CH2:21][N:16]([C:13](=[O:15])[CH3:14])[CH2:17][CH2:18]1)([CH3:4])([CH3:3])[CH3:2]. The catalyst class is: 68. (9) The catalyst class is: 84. Product: [OH:1][CH2:2][CH:3]1[CH2:15][N:13]2[C:14]3[C:9]([C:10](=[O:17])[N:11]([CH2:35][C:34]4[CH:37]=[CH:38][C:31]([O:30][CH3:29])=[CH:32][CH:33]=4)[C:12]2=[O:16])=[CH:8][CH:7]=[CH:6][C:5]=3[CH2:4]1. Reactant: [OH:1][CH2:2][CH:3]1[CH2:15][N:13]2[C:14]3[C:9]([C:10](=[O:17])[NH:11][C:12]2=[O:16])=[CH:8][CH:7]=[CH:6][C:5]=3[CH2:4]1.C(=O)([O-])[O-].[K+].[K+].CN(C)C=O.[CH3:29][O:30][C:31]1[CH:38]=[CH:37][C:34]([CH2:35]Cl)=[CH:33][CH:32]=1.